Task: Predict the product of the given reaction.. Dataset: Forward reaction prediction with 1.9M reactions from USPTO patents (1976-2016) (1) The product is: [C:14]([N:6]1[CH:7]=[C:3]([CH2:2][OH:1])[N:4]=[CH:5]1)([C:8]1[CH:13]=[CH:12][CH:11]=[CH:10][CH:9]=1)([C:21]1[CH:22]=[CH:23][CH:24]=[CH:25][CH:26]=1)[C:15]1[CH:16]=[CH:17][CH:18]=[CH:19][CH:20]=1. Given the reactants [OH:1][CH2:2][C:3]1[N:4]=[CH:5][NH:6][CH:7]=1.[C:8]1([C:14](Cl)([C:21]2[CH:26]=[CH:25][CH:24]=[CH:23][CH:22]=2)[C:15]2[CH:20]=[CH:19][CH:18]=[CH:17][CH:16]=2)[CH:13]=[CH:12][CH:11]=[CH:10][CH:9]=1.CCN(C(C)C)C(C)C.O, predict the reaction product. (2) Given the reactants [CH2:1]([C@H:8]1[CH2:13][CH2:12][C@H:11]([C:14]2[CH:19]=[CH:18][C:17]([C:20]3[C:21]([C:27]4[CH:32]=[CH:31][C:30]([O:33]C)=[CH:29][CH:28]=4)=[C:22]([Cl:26])[CH:23]=[CH:24][CH:25]=3)=[CH:16][CH:15]=2)[CH2:10][CH2:9]1)[CH2:2][CH2:3][CH2:4][CH2:5][CH2:6][CH3:7].C(O)(=O)C.I, predict the reaction product. The product is: [CH2:1]([C@H:8]1[CH2:9][CH2:10][C@H:11]([C:14]2[CH:19]=[CH:18][C:17]([C:20]3[C:21]([C:27]4[CH:28]=[CH:29][C:30]([OH:33])=[CH:31][CH:32]=4)=[C:22]([Cl:26])[CH:23]=[CH:24][CH:25]=3)=[CH:16][CH:15]=2)[CH2:12][CH2:13]1)[CH2:2][CH2:3][CH2:4][CH2:5][CH2:6][CH3:7]. (3) Given the reactants C([Li])CCC.CCCCCC.[C:12]([C:16]#[CH:17])([CH3:15])([CH3:14])[CH3:13].[CH:18]([CH:20]=[CH2:21])=[O:19].[Cl-].[NH4+].S(=O)(=O)(O)O, predict the reaction product. The product is: [CH3:13][C:12]([CH3:15])([CH3:14])[C:16]#[C:17][CH:18]([OH:19])[CH:20]=[CH2:21]. (4) Given the reactants [CH3:1][O:2][C:3]1[CH:8]=[CH:7][CH:6]=[CH:5][C:4]=1[C:9]1[C:18]([CH:19]=[O:20])=[CH:17][C:16]2[C:11](=[C:12]([CH3:21])[CH:13]=[CH:14][CH:15]=2)[N:10]=1.[BH4-].[Na+], predict the reaction product. The product is: [CH3:1][O:2][C:3]1[CH:8]=[CH:7][CH:6]=[CH:5][C:4]=1[C:9]1[C:18]([CH2:19][OH:20])=[CH:17][C:16]2[C:11](=[C:12]([CH3:21])[CH:13]=[CH:14][CH:15]=2)[N:10]=1. (5) Given the reactants Cl[C:2](=[O:7])[C:3]([O:5][CH3:6])=[O:4].[NH2:8][C:9]1[CH:26]=[CH:25][C:12]([O:13][CH:14]2[CH2:19][CH2:18][CH:17]([C:20]([O:22][CH2:23][CH3:24])=[O:21])[CH2:16][CH2:15]2)=[CH:11][CH:10]=1.N1C=CC=CC=1, predict the reaction product. The product is: [CH3:6][O:5][C:3](=[O:4])[C:2]([NH:8][C:9]1[CH:10]=[CH:11][C:12]([O:13][C@H:14]2[CH2:19][CH2:18][C@H:17]([C:20]([O:22][CH2:23][CH3:24])=[O:21])[CH2:16][CH2:15]2)=[CH:25][CH:26]=1)=[O:7]. (6) Given the reactants C(OC([C:6]1[C:14]2[CH2:13][CH2:12][N:11]([C:15]3[CH:20]=[CH:19][C:18]([N:21]4[CH2:26][CH2:25][CH2:24][CH2:23][C:22]4=[O:27])=[CH:17][CH:16]=3)[C:10](=[O:28])[C:9]=2[N:8]([C:29]2[CH:34]=[CH:33][C:32]([O:35][CH3:36])=[CH:31][CH:30]=2)[N:7]=1)=O)C.C[Mg+].[Br-], predict the reaction product. The product is: [OH:35][C:32]([C:6]1[C:14]2[CH2:13][CH2:12][N:11]([C:15]3[CH:20]=[CH:19][C:18]([N:21]4[CH2:26][CH2:25][CH2:24][CH2:23][C:22]4=[O:27])=[CH:17][CH:16]=3)[C:10](=[O:28])[C:9]=2[N:8]([C:29]2[CH:34]=[CH:33][C:32]([O:35][CH3:36])=[CH:31][CH:30]=2)[N:7]=1)([CH3:33])[CH3:31].